Dataset: NCI-60 drug combinations with 297,098 pairs across 59 cell lines. Task: Regression. Given two drug SMILES strings and cell line genomic features, predict the synergy score measuring deviation from expected non-interaction effect. (1) Cell line: A549. Synergy scores: CSS=28.2, Synergy_ZIP=-10.8, Synergy_Bliss=-7.23, Synergy_Loewe=-6.18, Synergy_HSA=-5.59. Drug 2: C1CN1P(=S)(N2CC2)N3CC3. Drug 1: CNC(=O)C1=CC=CC=C1SC2=CC3=C(C=C2)C(=NN3)C=CC4=CC=CC=N4. (2) Synergy scores: CSS=13.9, Synergy_ZIP=-3.18, Synergy_Bliss=-7.93, Synergy_Loewe=-25.0, Synergy_HSA=-10.1. Drug 1: C1=CC(=CC=C1CCCC(=O)O)N(CCCl)CCCl. Drug 2: CCN(CC)CCCC(C)NC1=C2C=C(C=CC2=NC3=C1C=CC(=C3)Cl)OC. Cell line: NCI-H322M. (3) Drug 1: CC1=C(C(CCC1)(C)C)C=CC(=CC=CC(=CC(=O)O)C)C. Drug 2: C1=CN(C=N1)CC(O)(P(=O)(O)O)P(=O)(O)O. Cell line: SF-539. Synergy scores: CSS=13.5, Synergy_ZIP=-4.96, Synergy_Bliss=0.403, Synergy_Loewe=-4.98, Synergy_HSA=0.108. (4) Drug 1: C1=NC2=C(N=C(N=C2N1C3C(C(C(O3)CO)O)F)Cl)N. Drug 2: C1CN(CCN1C(=O)CCBr)C(=O)CCBr. Cell line: NCI-H226. Synergy scores: CSS=1.20, Synergy_ZIP=-0.712, Synergy_Bliss=-0.813, Synergy_Loewe=1.80, Synergy_HSA=-1.55.